Dataset: Full USPTO retrosynthesis dataset with 1.9M reactions from patents (1976-2016). Task: Predict the reactants needed to synthesize the given product. (1) The reactants are: [C:1]([O:7][CH2:8][CH3:9])(=[O:6])[CH2:2][C:3]([O-:5])=O.[Li]CCCC.[Cl:15][C:16]1[CH:24]=[CH:23][C:19](C(Cl)=O)=[CH:18][N:17]=1. Given the product [CH2:8]([O:7][C:1](=[O:6])[CH2:2][C:3]([C:19]1[CH:18]=[N:17][C:16]([Cl:15])=[CH:24][CH:23]=1)=[O:5])[CH3:9], predict the reactants needed to synthesize it. (2) Given the product [CH:1]1([C:7]2[C:15]3[C:10](=[CH:11][C:12]([C:16]([NH:66][C:67]4([C:72]([NH:74][C:75]5[CH:76]=[CH:77][C:78](/[CH:81]=[CH:82]/[C:83]([OH:85])=[O:84])=[CH:79][CH:80]=5)=[O:73])[CH2:68][CH2:69][CH2:70][CH2:71]4)=[O:17])=[CH:13][CH:14]=3)[N:9]([CH2:19][C:20]([N:22]([CH3:23])[CH3:24])=[O:21])[C:8]=2[C:25]2[CH:30]=[CH:29][C:28]([O:31][CH3:32])=[CH:27][CH:26]=2)[CH2:6][CH2:5][CH2:4][CH2:3][CH2:2]1, predict the reactants needed to synthesize it. The reactants are: [CH:1]1([C:7]2[C:15]3[C:10](=[CH:11][C:12]([C:16](O)=[O:17])=[CH:13][CH:14]=3)[N:9]([CH2:19][C:20]([N:22]([CH3:24])[CH3:23])=[O:21])[C:8]=2[C:25]2[CH:30]=[CH:29][C:28]([O:31][CH3:32])=[CH:27][CH:26]=2)[CH2:6][CH2:5][CH2:4][CH2:3][CH2:2]1.CCN(C(C)C)C(C)C.CN(C(ON1N=NC2C=CC=NC1=2)=[N+](C)C)C.F[P-](F)(F)(F)(F)F.[NH2:66][C:67]1([C:72]([NH:74][C:75]2[CH:80]=[CH:79][C:78](/[CH:81]=[CH:82]/[C:83]([O:85]CC)=[O:84])=[CH:77][CH:76]=2)=[O:73])[CH2:71][CH2:70][CH2:69][CH2:68]1. (3) Given the product [CH:8]([C:13]1[C:12]([CH3:11])=[C:16]([CH3:17])[N:15]([CH2:18][C@H:19]2[CH2:21][C@@H:20]2[CH3:22])[C:14]=1[C:23]([O:25][CH3:26])=[O:24])=[O:9], predict the reactants needed to synthesize it. The reactants are: P(Cl)(Cl)(Cl)=O.CN(C)[CH:8]=[O:9].[CH3:11][C:12]1[CH:13]=[C:14]([C:23]([O:25][CH3:26])=[O:24])[N:15]([CH2:18][C@H:19]2[CH2:21][C@@H:20]2[CH3:22])[C:16]=1[CH3:17].C(=O)([O-])O.[Na+].